This data is from Forward reaction prediction with 1.9M reactions from USPTO patents (1976-2016). The task is: Predict the product of the given reaction. (1) Given the reactants [F:1][C:2]1[CH:3]=[CH:4][C:5]([O:14]C2CCCCO2)=[C:6]([C:8]2[CH:13]=[CH:12][N:11]=[CH:10][CH:9]=2)[CH:7]=1.FC(F)(F)C(O)=O, predict the reaction product. The product is: [F:1][C:2]1[CH:3]=[CH:4][C:5]([OH:14])=[C:6]([C:8]2[CH:9]=[CH:10][N:11]=[CH:12][CH:13]=2)[CH:7]=1. (2) Given the reactants B(C1CCCCC1)C1CCCCC1.[CH3:14][C:15]([CH3:19])([CH3:18])[C:16]#[CH:17].[Zn](CC)CC.[CH:25]1([CH:31]=[O:32])[CH2:30][CH2:29][CH2:28][CH2:27][CH2:26]1.CC([O:36]C([C@H](O)[C@@H](O)C(OC(C)C)=O)=O)C, predict the reaction product. The product is: [C:15]([CH:16]1[O:36][CH:17]1[CH:31]([CH:25]1[CH2:30][CH2:29][CH2:28][CH2:27][CH2:26]1)[OH:32])([CH3:19])([CH3:18])[CH3:14]. (3) Given the reactants Br[C:2]1[C:7]([F:8])=[CH:6][C:5]([N:9]([C:14]2[C:33]([CH:34]3[CH2:36][CH2:35]3)=[CH:32][C:17]3[C:18]([C:28]([NH:30][CH3:31])=[O:29])=[C:19]([C:21]4[CH:26]=[CH:25][C:24]([F:27])=[CH:23][CH:22]=4)[O:20][C:16]=3[CH:15]=2)[S:10]([CH3:13])(=[O:12])=[O:11])=[CH:4][C:3]=1[F:37].C([O-])(=O)C.[K+].[B:43]1(B2OC(C)(C)C(C)(C)O2)[O:47]C(C)(C)C(C)(C)[O:44]1, predict the reaction product. The product is: [CH:34]1([C:33]2[C:14]([N:9]([C:5]3[CH:4]=[C:3]([F:37])[C:2]([B:43]([OH:47])[OH:44])=[C:7]([F:8])[CH:6]=3)[S:10]([CH3:13])(=[O:11])=[O:12])=[CH:15][C:16]3[O:20][C:19]([C:21]4[CH:26]=[CH:25][C:24]([F:27])=[CH:23][CH:22]=4)=[C:18]([C:28](=[O:29])[NH:30][CH3:31])[C:17]=3[CH:32]=2)[CH2:36][CH2:35]1. (4) The product is: [C:26]([NH:25][C:22]1[CH:21]=[C:20]([C:11]2[O:12][C:8]([C:3]3[CH:4]=[CH:5][CH:6]=[CH:7][C:2]=3[Cl:1])=[C:9]([C:14]([O:16][CH3:17])=[O:15])[N:10]=2)[C:19]([CH3:18])=[CH:24][N:23]=1)(=[O:28])[CH3:27]. Given the reactants [Cl:1][C:2]1[CH:7]=[CH:6][CH:5]=[CH:4][C:3]=1[C:8]1[O:12][C:11](I)=[N:10][C:9]=1[C:14]([O:16][CH3:17])=[O:15].[CH3:18][C:19]1[C:20]([Sn](C)(C)C)=[CH:21][C:22]([NH:25][C:26](=[O:28])[CH3:27])=[N:23][CH:24]=1.[Cl-].[Li+], predict the reaction product. (5) The product is: [CH3:3][N:4]([C:13]1[CH:14]=[C:15]([C:19]2[CH:24]=[CH:23][C:22]([CH2:25][CH2:26][C:27]([OH:29])=[O:28])=[CH:21][CH:20]=2)[CH:16]=[CH:17][CH:18]=1)[C:5]([NH:7][CH2:8][CH2:9][CH2:10][CH2:11][CH3:12])=[O:6]. Given the reactants [OH-].[Na+].[CH3:3][N:4]([C:13]1[CH:14]=[C:15]([C:19]2[CH:24]=[CH:23][C:22]([CH2:25][CH2:26][C:27]([O:29]C)=[O:28])=[CH:21][CH:20]=2)[CH:16]=[CH:17][CH:18]=1)[C:5]([NH:7][CH2:8][CH2:9][CH2:10][CH2:11][CH3:12])=[O:6].O1CCCC1.CO.O, predict the reaction product. (6) Given the reactants Cl.FC1C=C(C=CC=1)CN1C=C(C2C3C(=NC=C(C4C=CC(C5CCNCC5)=CC=4)C=3)N(S(C3C=CC(C)=CC=3)(=O)=O)C=2)C=N1.[F:46][C:47]1[CH:48]=[C:49]([CH:92]=[CH:93][CH:94]=1)[CH2:50][N:51]1[C:55]([CH3:56])=[C:54]([C:57]2[C:65]3[C:60](=[N:61][CH:62]=[C:63]([C:66]4[CH:67]=[CH:68][C:69]([N:72]5[CH2:77][CH2:76][N:75]([CH2:78][C@@H:79]([OH:81])[CH3:80])[CH2:74][CH2:73]5)=[N:70][CH:71]=4)[CH:64]=3)[N:59](S(C3C=CC(C)=CC=3)(=O)=O)[CH:58]=2)[CH:53]=[N:52]1.[OH-].[Li+], predict the reaction product. The product is: [F:46][C:47]1[CH:48]=[C:49]([CH:92]=[CH:93][CH:94]=1)[CH2:50][N:51]1[C:55]([CH3:56])=[C:54]([C:57]2[C:65]3[C:60](=[N:61][CH:62]=[C:63]([C:66]4[CH:67]=[CH:68][C:69]([N:72]5[CH2:77][CH2:76][N:75]([CH2:78][C@@H:79]([OH:81])[CH3:80])[CH2:74][CH2:73]5)=[N:70][CH:71]=4)[CH:64]=3)[NH:59][CH:58]=2)[CH:53]=[N:52]1. (7) Given the reactants [CH:1]1([C:7]2[C:15]3[C:10](=[CH:11][C:12]([C:16]([O:18]C)=[O:17])=[CH:13][CH:14]=3)[N:9]([CH2:20][C:21]([OH:23])=O)[C:8]=2[C:24]2[CH:29]=[CH:28][C:27]([O:30][CH3:31])=[CH:26][CH:25]=2)[CH2:6][CH2:5][CH2:4][CH2:3][CH2:2]1.CCN(C(C)C)C(C)C.CN(C(ON1N=NC2C=CC=NC1=2)=[N+](C)C)C.F[P-](F)(F)(F)(F)F.[NH:65]1[CH2:70][CH2:69][O:68][CH2:67][CH2:66]1.[OH-].[K+], predict the reaction product. The product is: [CH:1]1([C:7]2[C:15]3[C:10](=[CH:11][C:12]([C:16]([OH:18])=[O:17])=[CH:13][CH:14]=3)[N:9]([CH2:20][C:21]([N:65]3[CH2:70][CH2:69][O:68][CH2:67][CH2:66]3)=[O:23])[C:8]=2[C:24]2[CH:25]=[CH:26][C:27]([O:30][CH3:31])=[CH:28][CH:29]=2)[CH2:2][CH2:3][CH2:4][CH2:5][CH2:6]1.